Dataset: Human liver microsome stability data. Task: Regression/Classification. Given a drug SMILES string, predict its absorption, distribution, metabolism, or excretion properties. Task type varies by dataset: regression for continuous measurements (e.g., permeability, clearance, half-life) or binary classification for categorical outcomes (e.g., BBB penetration, CYP inhibition). Dataset: hlm. (1) The compound is O=C(N[C@@H](Cn1ccnc1)c1ccc(-c2ccc(F)cc2)cc1F)c1ccc(-c2nnc(-c3ccccc3)o2)cc1. The result is 0 (unstable in human liver microsomes). (2) The result is 1 (stable in human liver microsomes). The drug is CN(C)CCOc1cc(-c2cn[nH]c2)c(F)cc1NC(=O)[C@H]1Cc2ccccc2CN1C(=O)CN(C)C. (3) The molecule is C=C(C)[C@@H]1CC[C@]2(C(=O)NCCN(CC)CC(=O)O)CC[C@]3(C)[C@H](CC[C@@H]4[C@@]5(C)CC=C(c6ccc(C(=O)O)cc6)C(C)(C)[C@@H]5CC[C@]43C)[C@@H]12. The result is 0 (unstable in human liver microsomes). (4) The compound is c1ccc2c(c1)CNC(CN1CCC3(CCc4ccccc43)CC1)C2. The result is 1 (stable in human liver microsomes). (5) The molecule is CC[C@H]1OC(=O)[C@H](C)[C@@H](O[C@H]2C[C@@](C)(OC)[C@@H](O)[C@H](C)O2)[C@H](C)[C@@H](O[C@@H]2O[C@H](C)C[C@H](N(C)C)[C@H]2O)[C@](C)(O)C[C@@H](C)CN(CCCNC(=S)NCCCc2ccccc2)[C@H](C)[C@@H](O)[C@]1(C)O. The result is 0 (unstable in human liver microsomes). (6) The molecule is OC12CC3CC(C1)CC(NCc1ccc(I)s1)(C3)C2. The result is 0 (unstable in human liver microsomes). (7) The drug is Cc1cccc(CNc2ncc(C(=O)NCCCN3CCCC3=O)c(NC3CCCC3)n2)c1. The result is 1 (stable in human liver microsomes). (8) The result is 0 (unstable in human liver microsomes). The compound is C=C(C#N)C(O)c1ccc(-c2cccc3nc(NC(=O)C4CC4)nn23)cc1. (9) The molecule is O=C1CN(Cc2ccc(-c3ccc(F)c(CN4CCCCC4)n3)cc2)C(=O)N1CC(F)F. The result is 0 (unstable in human liver microsomes).